From a dataset of Catalyst prediction with 721,799 reactions and 888 catalyst types from USPTO. Predict which catalyst facilitates the given reaction. (1) Reactant: [O:1]1[CH2:6][CH2:5][N:4]([C:7]2[CH:12]=[CH:11][C:10]([C:13]3[NH:14][C:15]4[C:20]([N:21]=3)=[C:19]([C:22]3[CH:23]=[CH:24][C:25]([O:30][CH:31]5[CH2:36][CH2:35][NH:34][CH2:33][CH2:32]5)=[C:26]([CH:29]=3)[C:27]#[N:28])[N:18]=[CH:17][N:16]=4)=[CH:9][CH:8]=2)[CH2:3][CH2:2]1.[OH:37][CH2:38][C:39](O)=[O:40].CCN(C(C)C)C(C)C.CN(C(ON1N=NC2C=CC=NC1=2)=[N+](C)C)C.F[P-](F)(F)(F)(F)F. Product: [OH:40][CH2:39][C:38]([N:34]1[CH2:35][CH2:36][CH:31]([O:30][C:25]2[CH:24]=[CH:23][C:22]([C:19]3[N:18]=[CH:17][N:16]=[C:15]4[C:20]=3[N:21]=[C:13]([C:10]3[CH:9]=[CH:8][C:7]([N:4]5[CH2:5][CH2:6][O:1][CH2:2][CH2:3]5)=[CH:12][CH:11]=3)[NH:14]4)=[CH:29][C:26]=2[C:27]#[N:28])[CH2:32][CH2:33]1)=[O:37]. The catalyst class is: 3. (2) Reactant: [Cl:1][CH2:2][CH2:3][CH2:4][S:5]([NH2:8])(=[O:7])=[O:6].C(Cl)CCl.[C:13]([O:17][C:18]([NH:20][CH2:21][CH2:22][N:23]([CH3:52])[C@@H:24]1[CH2:31][N:30]2[C:32]3[CH:33]=[C:34]([C:45](O)=[O:46])[CH:35]=[CH:36][C:37]=3[C:38]([CH:39]3[CH2:44][CH2:43][CH2:42][CH2:41][CH2:40]3)=[C:29]2[C:28]2[CH:48]=[CH:49][CH:50]=[CH:51][C:27]=2[O:26][CH2:25]1)=[O:19])([CH3:16])([CH3:15])[CH3:14]. The catalyst class is: 79. Product: [C:13]([O:17][C:18](=[O:19])[NH:20][CH2:21][CH2:22][N:23]([C@@H:24]1[CH2:31][N:30]2[C:32]3[CH:33]=[C:34]([C:45]([NH:8][S:5]([CH2:4][CH2:3][CH2:2][Cl:1])(=[O:7])=[O:6])=[O:46])[CH:35]=[CH:36][C:37]=3[C:38]([CH:39]3[CH2:44][CH2:43][CH2:42][CH2:41][CH2:40]3)=[C:29]2[C:28]2[CH:48]=[CH:49][CH:50]=[CH:51][C:27]=2[O:26][CH2:25]1)[CH3:52])([CH3:16])([CH3:14])[CH3:15]. (3) Reactant: [CH2:1]([N:5]1[CH2:9][C:8]([CH3:11])([CH3:10])[S:7][C:6]1=[NH:12])[CH2:2][CH2:3][CH3:4].[Cl:13][C:14]1[CH:15]=[CH:16][C:17]([O:23][CH3:24])=[C:18]([CH:22]=1)[C:19](O)=[O:20].CCN=C=NCCCN(C)C.C1C=CC2N(O)N=NC=2C=1. Product: [CH2:1]([N:5]1[CH2:9][C:8]([CH3:11])([CH3:10])[S:7]/[C:6]/1=[N:12]\[C:19](=[O:20])[C:18]1[CH:22]=[C:14]([Cl:13])[CH:15]=[CH:16][C:17]=1[O:23][CH3:24])[CH2:2][CH2:3][CH3:4]. The catalyst class is: 377. (4) Reactant: [NH2:1][C:2]1[CH:10]=[CH:9][C:8]([O:11][C:12]2[CH:17]=[CH:16][C:15]([F:18])=[CH:14][C:13]=2[F:19])=[CH:7][C:3]=1[C:4]([NH2:6])=[O:5].N[C:21](N)=[O:22].O. Product: [F:19][C:13]1[CH:14]=[C:15]([F:18])[CH:16]=[CH:17][C:12]=1[O:11][C:8]1[CH:7]=[C:3]2[C:2](=[CH:10][CH:9]=1)[NH:1][C:21](=[O:22])[NH:6][C:4]2=[O:5]. The catalyst class is: 37. (5) Reactant: [O:1]=[C:2]1[N:8]([CH:9]([CH2:13][CH2:14][CH3:15])[CH2:10][CH2:11][CH3:12])[CH2:7][CH2:6][CH2:5][N:4]2[C:16]([C:19]([OH:21])=O)=[CH:17][CH:18]=[C:3]12.Cl.[NH2:23][C@@H:24]([CH2:40][C:41]1[CH:46]=[CH:45][CH:44]=[CH:43][CH:42]=1)[C@H:25]([OH:39])[CH2:26][NH:27][CH2:28][C:29]1[CH:34]=[CH:33][CH:32]=[C:31]([C:35]([F:38])([F:37])[F:36])[CH:30]=1.OC1C2N=NNC=2C=CC=1.Cl.CN(C)CCCN=C=NCC.C(N(CC)C(C)C)(C)C. Product: [CH2:40]([C@H:24]([NH:23][C:19]([C:16]1[N:4]2[CH2:5][CH2:6][CH2:7][N:8]([CH:9]([CH2:10][CH2:11][CH3:12])[CH2:13][CH2:14][CH3:15])[C:2](=[O:1])[C:3]2=[CH:18][CH:17]=1)=[O:21])[C@H:25]([OH:39])[CH2:26][NH:27][CH2:28][C:29]1[CH:34]=[CH:33][CH:32]=[C:31]([C:35]([F:36])([F:37])[F:38])[CH:30]=1)[C:41]1[CH:46]=[CH:45][CH:44]=[CH:43][CH:42]=1. The catalyst class is: 46. (6) Reactant: [C:1]([C:3]1[C:8]([CH3:9])=[CH:7][C:6]([N+:10]([O-])=O)=[CH:5][N:4]=1)#[N:2].[Cl-].[Ca+2].[Cl-]. Product: [NH2:10][C:6]1[CH:7]=[C:8]([CH3:9])[C:3]([C:1]#[N:2])=[N:4][CH:5]=1. The catalyst class is: 186. (7) Reactant: Cl.[Cl:2][C:3]1[CH:4]=[C:5]2[C:9](=[CH:10][CH:11]=1)[NH:8][CH:7]=[C:6]2[CH2:12][CH2:13][NH2:14].[N:15]1([C:20]2[CH:21]=[C:22]([N:26]3[CH2:30][CH2:29][CH:28]([C:31](O)=[O:32])[C:27]3=[O:34])[CH:23]=[CH:24][CH:25]=2)[CH:19]=[CH:18][CH:17]=[CH:16]1.N1(C2C=C(N3CCC(C(O)=O)C3=O)C=CC=2)C=CC=C1.C1CN([P+](ON2N=NC3C=CC=CC2=3)(N2CCCC2)N2CCCC2)CC1.F[P-](F)(F)(F)(F)F.C(N(CC)C(C)C)(C)C. Product: [N:15]1([C:20]2[CH:21]=[C:22]([N:26]3[CH2:30][CH2:29][CH:28]([C:31]([NH:14][CH2:13][CH2:12][C:6]4[C:5]5[C:9](=[CH:10][CH:11]=[C:3]([Cl:2])[CH:4]=5)[NH:8][CH:7]=4)=[O:32])[C:27]3=[O:34])[CH:23]=[CH:24][CH:25]=2)[CH:19]=[CH:18][CH:17]=[CH:16]1. The catalyst class is: 3.